Dataset: Full USPTO retrosynthesis dataset with 1.9M reactions from patents (1976-2016). Task: Predict the reactants needed to synthesize the given product. (1) Given the product [C:1]([C:4]1[CH:9]=[CH:8][C:7]([C:14]2[S:18][C:17]([C:19]([O:21][CH3:22])=[O:20])=[C:16]([N:23]([C:27]([C@H:29]3[CH2:34][CH2:33][C@H:32]([CH3:35])[CH2:31][CH2:30]3)=[O:28])[CH:24]([CH3:26])[CH3:25])[CH:15]=2)=[CH:6][CH:5]=1)(=[O:3])[CH3:2], predict the reactants needed to synthesize it. The reactants are: [C:1]([C:4]1[CH:9]=[CH:8][C:7](B(O)O)=[CH:6][CH:5]=1)(=[O:3])[CH3:2].I[C:14]1[S:18][C:17]([C:19]([O:21][CH3:22])=[O:20])=[C:16]([N:23]([C:27]([C@H:29]2[CH2:34][CH2:33][C@H:32]([CH3:35])[CH2:31][CH2:30]2)=[O:28])[CH:24]([CH3:26])[CH3:25])[CH:15]=1.C(=O)([O-])[O-].[Na+].[Na+]. (2) Given the product [Si:14]([O:1][CH2:2][C@H:3]1[CH2:7][CH2:6][C@H:5]([OH:8])[CH2:4]1)([C:17]([CH3:20])([CH3:19])[CH3:18])([CH3:16])[CH3:15], predict the reactants needed to synthesize it. The reactants are: [OH:1][CH2:2][C@H:3]1[CH2:7][CH2:6][C@H:5]([OH:8])[CH2:4]1.N1C=CN=C1.[Si:14](Cl)([C:17]([CH3:20])([CH3:19])[CH3:18])([CH3:16])[CH3:15]. (3) Given the product [OH:1][C:2]1([CH2:14][CH2:15][CH:16]([CH3:18])[CH3:17])[C:11]2[C:6](=[CH:7][CH:8]=[CH:9][CH:10]=2)[C:5]([O:12][CH3:23])=[CH:4][C:3]1=[O:13], predict the reactants needed to synthesize it. The reactants are: [OH:1][C:2]1([CH2:14][CH2:15][CH:16]([CH3:18])[CH3:17])[C:11]2[C:6](=[CH:7][CH:8]=[CH:9][CH:10]=2)[C:5](=[O:12])[CH2:4][C:3]1=[O:13].B(F)(F)F.[CH3:23]COCC. (4) Given the product [NH2:30][CH:27]1[CH2:28][CH2:29][N:24]([C:7](=[O:9])[C@:6]([CH:1]2[CH2:2][CH2:3][CH2:4][CH2:5]2)([OH:16])[C:10]2[CH:15]=[CH:14][CH:13]=[CH:12][CH:11]=2)[CH2:25][CH2:26]1, predict the reactants needed to synthesize it. The reactants are: [CH:1]1([C@@:6]([OH:16])([C:10]2[CH:15]=[CH:14][CH:13]=[CH:12][CH:11]=2)[C:7]([OH:9])=O)[CH2:5][CH2:4][CH2:3][CH2:2]1.C(OC([N:24]1[CH2:29][CH2:28][CH:27]([NH2:30])[CH2:26][CH2:25]1)=O)(C)(C)C.CCN(C(C)C)C(C)C.C1C=CC2N(O)N=NC=2C=1.CCN=C=NCCCN(C)C. (5) Given the product [C:7]([O:9][CH2:10][CH3:11])(=[O:8])[CH3:36].[CH3:22][CH2:23][CH2:24][CH:25]([CH3:28])[CH3:26], predict the reactants needed to synthesize it. The reactants are: O1C=CC(N(C[C@@H]2OC(=O)N([C:22]3C=[CH:26][C:25]([C:28]4CCNCC=4)=[C:24](F)[CH:23]=3)C2)[C:7]([O:9][CH2:10][C:11](Cl)(Cl)Cl)=[O:8])=N1.N1C=CC=C[CH:36]=1. (6) Given the product [CH2:21]([O:28][C:29]1[CH:38]=[C:37]2[C:32]([C:33]([O:20][C:16]3[CH:15]=[C:14]([NH:13][C:11]([NH:10][C:7]4[CH:6]=[C:5]([C:1]([CH3:4])([CH3:2])[CH3:3])[O:9][N:8]=4)=[O:12])[CH:19]=[CH:18][CH:17]=3)=[N:34][CH:35]=[N:36]2)=[CH:31][CH:30]=1)[C:22]1[CH:23]=[CH:24][CH:25]=[CH:26][CH:27]=1, predict the reactants needed to synthesize it. The reactants are: [C:1]([C:5]1[O:9][N:8]=[C:7]([NH:10][C:11]([NH:13][C:14]2[CH:19]=[CH:18][CH:17]=[C:16]([OH:20])[CH:15]=2)=[O:12])[CH:6]=1)([CH3:4])([CH3:3])[CH3:2].[CH2:21]([O:28][C:29]1[CH:38]=[C:37]2[C:32]([C:33](Cl)=[N:34][CH:35]=[N:36]2)=[CH:31][CH:30]=1)[C:22]1[CH:27]=[CH:26][CH:25]=[CH:24][CH:23]=1.C(=O)([O-])[O-].[Cs+].[Cs+]. (7) Given the product [Si:45]([O:52][CH2:53][CH2:54][O:55][C:56]1[CH:57]=[C:58]([F:65])[C:59]([CH2:63][S:23][C:14]2[N:15]([C:16]3[CH:21]=[CH:20][C:19]([F:22])=[CH:18][CH:17]=3)[C:11]([C:8]([C:5]3[CH:6]=[CH:7][C:2]([Cl:1])=[C:3]([O:24][CH3:25])[CH:4]=3)([CH3:10])[CH3:9])=[CH:12][N:13]=2)=[C:60]([F:62])[CH:61]=1)([C:48]([CH3:51])([CH3:50])[CH3:49])([CH3:47])[CH3:46], predict the reactants needed to synthesize it. The reactants are: [Cl:1][C:2]1[CH:7]=[CH:6][C:5]([C:8]([C:11]2[N:15]([C:16]3[CH:21]=[CH:20][C:19]([F:22])=[CH:18][CH:17]=3)[C:14]([SH:23])=[N:13][CH:12]=2)([CH3:10])[CH3:9])=[CH:4][C:3]=1[O:24][CH3:25].C1C=CC(P(C2C=CC=CC=2)C2C=CC=CC=2)=CC=1.[Si:45]([O:52][CH2:53][CH2:54][O:55][C:56]1[CH:61]=[C:60]([F:62])[C:59]([CH2:63]O)=[C:58]([F:65])[CH:57]=1)([C:48]([CH3:51])([CH3:50])[CH3:49])([CH3:47])[CH3:46].CC(OC(/N=N/C(OC(C)C)=O)=O)C.